Dataset: Forward reaction prediction with 1.9M reactions from USPTO patents (1976-2016). Task: Predict the product of the given reaction. (1) The product is: [CH3:1][O:2][CH:3]1[CH2:7][CH2:6][N:5]([C:8]2[N:9]=[CH:10][C:11]([NH2:14])=[CH:12][CH:13]=2)[CH2:4]1. Given the reactants [CH3:1][O:2][CH:3]1[CH2:7][CH2:6][N:5]([C:8]2[CH:13]=[CH:12][C:11]([N+:14]([O-])=O)=[CH:10][N:9]=2)[CH2:4]1, predict the reaction product. (2) Given the reactants [Cl:1][C:2]1[CH:3]=[CH:4][C:5]([CH2:8][CH2:9][C:10]2[CH:15]=[CH:14][N:13]([C:16]3[CH:21]=[CH:20][C:19]4[C:22]5[CH2:23][N:24](C(OC(C)(C)C)=O)[CH2:25][CH2:26][C:27]=5[O:28][C:18]=4[CH:17]=3)[C:12](=[O:36])[CH:11]=2)=[N:6][CH:7]=1.Cl, predict the reaction product. The product is: [Cl:1][C:2]1[CH:3]=[CH:4][C:5]([CH2:8][CH2:9][C:10]2[CH:15]=[CH:14][N:13]([C:16]3[CH:21]=[CH:20][C:19]4[C:22]5[CH2:23][NH:24][CH2:25][CH2:26][C:27]=5[O:28][C:18]=4[CH:17]=3)[C:12](=[O:36])[CH:11]=2)=[N:6][CH:7]=1.